From a dataset of Reaction yield outcomes from USPTO patents with 853,638 reactions. Predict the reaction yield, written as a fraction of the theoretical maximum amount of product (1.0 means a 100% yield; for example, 0.34 means a 34% yield). The reactants are [CH3:1][O:2][C:3]1[CH:8]=[CH:7][C:6]([C:9]2[CH:14]=[CH:13][N:12]=[C:11]([NH2:15])[C:10]=2[NH2:16])=[CH:5][CH:4]=1.[C:17]([C:19]1[CH:24]=[CH:23][C:22]([C:25](O)=O)=[CH:21][N:20]=1)#[N:18]. No catalyst specified. The product is [CH3:1][O:2][C:3]1[CH:8]=[CH:7][C:6]([C:9]2[CH:14]=[CH:13][N:12]=[C:11]3[NH:15][C:25]([C:22]4[CH:23]=[CH:24][C:19]([C:17]#[N:18])=[N:20][CH:21]=4)=[N:16][C:10]=23)=[CH:5][CH:4]=1. The yield is 0.0900.